Dataset: Full USPTO retrosynthesis dataset with 1.9M reactions from patents (1976-2016). Task: Predict the reactants needed to synthesize the given product. (1) Given the product [OH:25][C:26]1[CH:27]=[C:28]([C:32]#[C:33][C:2]2[CH:3]=[C:4]([C:8]([N:10]=[S@:11]([CH2:19][C:20]([O:22][CH2:23][CH3:24])=[O:21])([C:13]3[CH:18]=[CH:17][CH:16]=[CH:15][CH:14]=3)=[O:12])=[O:9])[CH:5]=[N:6][CH:7]=2)[CH:29]=[CH:30][CH:31]=1, predict the reactants needed to synthesize it. The reactants are: Br[C:2]1[CH:3]=[C:4]([C:8]([N:10]=[S:11]([CH2:19][C:20]([O:22][CH2:23][CH3:24])=[O:21])([C:13]2[CH:18]=[CH:17][CH:16]=[CH:15][CH:14]=2)=[O:12])=[O:9])[CH:5]=[N:6][CH:7]=1.[OH:25][C:26]1[CH:27]=[C:28]([C:32]#[CH:33])[CH:29]=[CH:30][CH:31]=1.C(N(CC)CC)C. (2) Given the product [CH3:33][N:43]([CH2:42][CH2:41][N:40]([CH3:39])[C:44]1[CH:49]=[CH:48][CH:47]=[CH:46][N:45]=1)[C:27](=[O:29])[C:26]1[CH:30]=[CH:31][C:23]([C:20]2[CH:21]=[N:22][C:17]3[N:18]([C:14]([C:11]4([C:7]5[CH:6]=[C:5]6[C:10](=[CH:9][CH:8]=5)[N:1]=[CH:2][CH:3]=[CH:4]6)[CH2:13][CH2:12]4)=[N:15][N:16]=3)[N:19]=2)=[CH:24][CH:25]=1, predict the reactants needed to synthesize it. The reactants are: [N:1]1[C:10]2[C:5](=[CH:6][C:7]([C:11]3([C:14]4[N:18]5[N:19]=[C:20]([C:23]6[CH:31]=[CH:30][C:26]([C:27]([OH:29])=O)=[CH:25][CH:24]=6)[CH:21]=[N:22][C:17]5=[N:16][N:15]=4)[CH2:13][CH2:12]3)=[CH:8][CH:9]=2)[CH:4]=[CH:3][CH:2]=1.F[C:33](F)(F)C(O)=O.[CH3:39][N:40]([C:44]1[CH:49]=[CH:48][CH:47]=[CH:46][N:45]=1)[CH2:41][CH2:42][NH2:43].F[P-](F)(F)(F)(F)F.N1(O[P+](N(C)C)(N(C)C)N(C)C)C2C=CC=CC=2N=N1.C(N(CC)C(C)C)(C)C. (3) Given the product [CH2:1]([NH:3][C:4]([NH:38][CH2:37][CH2:36][CH2:35][N:31]1[C:30](=[O:39])/[C:29](=[CH:28]/[C:26]2[O:27][C:23]([S:22][C:14]3[N:15]([CH3:7])[C:16]4[CH:21]=[CH:20][CH:19]=[CH:18][C:17]=4[N:13]=3)=[CH:24][CH:25]=2)/[S:33][C:32]1=[O:34])=[O:5])[CH3:2], predict the reactants needed to synthesize it. The reactants are: [CH2:1]([N:3]=[C:4]=[O:5])[CH3:2].F[C:7](F)(F)C(O)=O.[NH:13]1[C:17]2[CH:18]=[CH:19][CH:20]=[CH:21][C:16]=2[N:15]=[C:14]1[S:22][C:23]1[O:27][C:26](/[CH:28]=[C:29]2/[C:30](=[O:39])[N:31]([CH2:35][CH2:36][CH2:37][NH2:38])[C:32](=[O:34])[S:33]/2)=[CH:25][CH:24]=1.CCN(C(C)C)C(C)C. (4) Given the product [ClH:1].[Cl:1][C:2]1[CH:31]=[C:30]([Cl:32])[CH:29]=[CH:28][C:3]=1[O:4][C:5]1[CH:10]=[CH:9][CH:8]=[CH:7][C:6]=1[NH:11][S:12]([C:15]1[CH:27]=[CH:26][C:18]([C:19]([NH:21][CH2:22][C:23](=[O:24])[N:40]2[CH2:45][CH2:44][NH:43][CH2:42][CH2:41]2)=[O:20])=[CH:17][CH:16]=1)(=[O:13])=[O:14], predict the reactants needed to synthesize it. The reactants are: [Cl:1][C:2]1[CH:31]=[C:30]([Cl:32])[CH:29]=[CH:28][C:3]=1[O:4][C:5]1[CH:10]=[CH:9][CH:8]=[CH:7][C:6]=1[NH:11][S:12]([C:15]1[CH:27]=[CH:26][C:18]([C:19]([NH:21][CH2:22][C:23](O)=[O:24])=[O:20])=[CH:17][CH:16]=1)(=[O:14])=[O:13].C(OC([N:40]1[CH2:45][CH2:44][NH:43][CH2:42][CH2:41]1)=O)(C)(C)C. (5) Given the product [F:1][C:2]1[CH:3]=[CH:4][C:5]2[N:9]=[CH:8][N:7]([C:10]3[N:15]=[C:14]([NH:16][C@H:17]4[C:26]5[C:21](=[C:22]([F:27])[CH:23]=[CH:24][CH:25]=5)[O:20][CH2:19][CH2:18]4)[C:13]([NH2:28])=[CH:12][N:11]=3)[C:6]=2[CH:31]=1, predict the reactants needed to synthesize it. The reactants are: [F:1][C:2]1[CH:3]=[CH:4][C:5]2[N:9]=[CH:8][N:7]([C:10]3[N:15]=[C:14]([NH:16][C@H:17]4[C:26]5[C:21](=[C:22]([F:27])[CH:23]=[CH:24][CH:25]=5)[O:20][CH2:19][CH2:18]4)[C:13]([N+:28]([O-])=O)=[CH:12][N:11]=3)[C:6]=2[CH:31]=1. (6) The reactants are: [CH3:1][O:2][C:3](=[O:66])[C@@H:4]([NH:20][C:21]([CH:23]1[CH2:32][C:31]2[CH:30]=[C:29]3[O:33][CH2:34][C@H:35]([C:37]4[CH:42]=[CH:41][C:40]([O:43][CH2:44][C:45]5[CH:50]=[CH:49][C:48]([Cl:51])=[C:47]([Cl:52])[CH:46]=5)=[CH:39][CH:38]=4)[O:36][C:28]3=[CH:27][C:26]=2[CH2:25][N:24]1[S:53]([C:56]1[S:60][C:59]([NH:61]C(=O)C)=[N:58][C:57]=1[CH3:65])(=[O:55])=[O:54])=[O:22])[CH2:5][C:6]1[CH:11]=[CH:10][C:9]([C:12]2[CH:17]=[CH:16][C:15]([C:18]#[N:19])=[CH:14][CH:13]=2)=[CH:8][CH:7]=1.Cl. Given the product [CH3:1][O:2][C:3](=[O:66])[C@@H:4]([NH:20][C:21]([CH:23]1[CH2:32][C:31]2[CH:30]=[C:29]3[O:33][CH2:34][C@H:35]([C:37]4[CH:38]=[CH:39][C:40]([O:43][CH2:44][C:45]5[CH:50]=[CH:49][C:48]([Cl:51])=[C:47]([Cl:52])[CH:46]=5)=[CH:41][CH:42]=4)[O:36][C:28]3=[CH:27][C:26]=2[CH2:25][N:24]1[S:53]([C:56]1[S:60][C:59]([NH2:61])=[N:58][C:57]=1[CH3:65])(=[O:55])=[O:54])=[O:22])[CH2:5][C:6]1[CH:7]=[CH:8][C:9]([C:12]2[CH:17]=[CH:16][C:15]([C:18]#[N:19])=[CH:14][CH:13]=2)=[CH:10][CH:11]=1, predict the reactants needed to synthesize it. (7) Given the product [C@H:17]([O:19][C:2]1[CH:10]=[CH:9][C:8]([S:11]([CH3:14])(=[O:13])=[O:12])=[CH:7][C:3]=1[C:4]([OH:6])=[O:5])([CH2:16][CH3:15])[CH3:18], predict the reactants needed to synthesize it. The reactants are: F[C:2]1[CH:10]=[CH:9][C:8]([S:11]([CH3:14])(=[O:13])=[O:12])=[CH:7][C:3]=1[C:4]([OH:6])=[O:5].[CH3:15][CH2:16][CH:17]([OH:19])[CH3:18]. (8) Given the product [Cl:18][C:19]1[N:20]=[C:21]([C:25]([NH:1][C@H:2]2[CH2:7][CH2:6][N:5]([C:8]([O:10][C:11]([CH3:12])([CH3:13])[CH3:14])=[O:9])[CH2:4][C@H:3]2[O:15][CH2:16][CH3:17])=[O:26])[NH:22][C:23]=1[CH3:24], predict the reactants needed to synthesize it. The reactants are: [NH2:1][C@H:2]1[CH2:7][CH2:6][N:5]([C:8]([O:10][C:11]([CH3:14])([CH3:13])[CH3:12])=[O:9])[CH2:4][C@H:3]1[O:15][CH2:16][CH3:17].[Cl:18][C:19]1[N:20]=[C:21]([C:25](O)=[O:26])[NH:22][C:23]=1[CH3:24].CCN=C=NCCCN(C)C.Cl.